From a dataset of Full USPTO retrosynthesis dataset with 1.9M reactions from patents (1976-2016). Predict the reactants needed to synthesize the given product. (1) Given the product [Cl:3][C:4]1[CH:5]=[C:6]([S:11]([N:18]([CH3:20])[CH3:17])(=[O:12])=[O:13])[CH:7]=[CH:8][C:9]=1[I:10], predict the reactants needed to synthesize it. The reactants are: [H-].[Na+].[Cl:3][C:4]1[CH:5]=[C:6]([S:11](N)(=[O:13])=[O:12])[CH:7]=[CH:8][C:9]=1[I:10].CI.[CH3:17][N:18]([CH:20]=O)C. (2) Given the product [CH2:1]([O:3][C:4]([C:6]1[C:14]2[CH2:13][CH2:12][N:11]([C:37]3[CH:38]=[CH:39][C:34]([C:31]4([CH2:30][C:29]([O:28][C:24]([CH3:27])([CH3:26])[CH3:25])=[O:41])[CH2:32][CH2:33]4)=[CH:35][CH:36]=3)[C:10](=[O:15])[C:9]=2[N:8]([C:16]2[CH:17]=[CH:18][C:19]([O:22][CH3:23])=[CH:20][CH:21]=2)[N:7]=1)=[O:5])[CH3:2], predict the reactants needed to synthesize it. The reactants are: [CH2:1]([O:3][C:4]([C:6]1[C:14]2[CH2:13][CH2:12][NH:11][C:10](=[O:15])[C:9]=2[N:8]([C:16]2[CH:21]=[CH:20][C:19]([O:22][CH3:23])=[CH:18][CH:17]=2)[N:7]=1)=[O:5])[CH3:2].[C:24]([O:28][C:29](=[O:41])[CH2:30][C:31]1([C:34]2[CH:39]=[CH:38][C:37](I)=[CH:36][CH:35]=2)[CH2:33][CH2:32]1)([CH3:27])([CH3:26])[CH3:25]. (3) Given the product [CH2:17]=[C:16]([C:2]1[N:6]2[CH:7]=[CH:8][CH:9]=[CH:10][C:5]2=[C:4]([C:11]([O:13][CH3:14])=[O:12])[N:3]=1)[CH3:18], predict the reactants needed to synthesize it. The reactants are: Br[C:2]1[N:6]2[CH:7]=[CH:8][CH:9]=[CH:10][C:5]2=[C:4]([C:11]([O:13][CH3:14])=[O:12])[N:3]=1.[B-](F)(F)(F)[C:16]([CH3:18])=[CH2:17].[K+].[O-]P([O-])([O-])=O.[K+].[K+].[K+].O1CCOCC1. (4) Given the product [Cl:1][C:2]1[CH:7]=[CH:6][C:5]([N:8]2[C:12]([CH3:13])=[C:11]([C:14]([NH:32][NH:31][C:25](=[O:30])[C:26]([CH3:29])([CH3:28])[CH3:27])=[O:15])[N:10]=[C:9]2[C:17]2[CH:22]=[CH:21][C:20]([Cl:23])=[CH:19][C:18]=2[Cl:24])=[CH:4][CH:3]=1, predict the reactants needed to synthesize it. The reactants are: [Cl:1][C:2]1[CH:7]=[CH:6][C:5]([N:8]2[C:12]([CH3:13])=[C:11]([C:14](O)=[O:15])[N:10]=[C:9]2[C:17]2[CH:22]=[CH:21][C:20]([Cl:23])=[CH:19][C:18]=2[Cl:24])=[CH:4][CH:3]=1.[C:25]([NH:31][NH2:32])(=[O:30])[C:26]([CH3:29])([CH3:28])[CH3:27].CCN=C=NCCCN(C)C.C1C=CC2N(O)N=NC=2C=1.CN1CCOCC1. (5) Given the product [F:17][C:18]1[CH:23]=[C:22]([F:24])[CH:21]=[CH:20][C:19]=1[C@:25]([OH:41])([C:32]([C:34]1[CH:35]=[CH:36][C:37]([I:40])=[CH:38][CH:39]=1)=[CH2:33])[CH2:26][N:27]1[CH:31]=[N:30][CH:29]=[N:28]1.[Br:1][CH:2]1[CH:7]2[C:8]([CH3:10])([CH3:9])[C:4]([CH2:11][S:12]([O-:15])(=[O:14])=[O:13])([CH2:5][CH2:6]2)[C:3]1=[O:16], predict the reactants needed to synthesize it. The reactants are: [Br:1][CH:2]1[CH:7]2[C:8]([CH3:10])([CH3:9])[C:4]([CH2:11][S:12]([OH:15])(=[O:14])=[O:13])([CH2:5][CH2:6]2)[C:3]1=[O:16].[F:17][C:18]1[CH:23]=[C:22]([F:24])[CH:21]=[CH:20][C:19]=1[C:25]([OH:41])([C:32]([C:34]1[CH:39]=[CH:38][C:37]([I:40])=[CH:36][CH:35]=1)=[CH2:33])[CH2:26][N:27]1[CH:31]=[N:30][CH:29]=[N:28]1. (6) The reactants are: [C:1]1([C@H:7]([NH2:9])[CH3:8])[CH:6]=[CH:5][CH:4]=[CH:3][CH:2]=1.Cl[C:11]1[C:20]2[C:15](=[CH:16][C:17]([F:24])=[C:18]([N+:21]([O-:23])=[O:22])[CH:19]=2)[N:14]=[CH:13][N:12]=1. Given the product [C:1]1([C@H:7]([NH:9][C:11]2[C:20]3[C:15](=[CH:16][C:17]([F:24])=[C:18]([N+:21]([O-:23])=[O:22])[CH:19]=3)[N:14]=[CH:13][N:12]=2)[CH3:8])[CH:6]=[CH:5][CH:4]=[CH:3][CH:2]=1, predict the reactants needed to synthesize it.